This data is from Full USPTO retrosynthesis dataset with 1.9M reactions from patents (1976-2016). The task is: Predict the reactants needed to synthesize the given product. Given the product [C:4]1(=[O:8])[CH2:3][CH2:13][CH2:10][CH2:9]1.[CH3:1][C:2]1([C:14]([O:16][CH2:17][CH2:18][CH2:19][CH3:20])=[O:15])[CH2:3][C:4](=[O:5])[CH2:9][C:10]([CH3:12])([CH3:13])[O:11]1, predict the reactants needed to synthesize it. The reactants are: [CH3:1][C:2]1([C:14]([O:16][CH2:17][CH2:18][CH2:19][CH3:20])=[O:15])[O:11][C:10]([CH3:13])([CH3:12])[CH2:9][C:4]2([O:8]CC[O:5]2)[CH2:3]1.Cl.Br.OP(O)(O)=O.